Dataset: Full USPTO retrosynthesis dataset with 1.9M reactions from patents (1976-2016). Task: Predict the reactants needed to synthesize the given product. (1) Given the product [NH2:26][C:21]1[CH:22]=[CH:23][CH:24]=[CH:25][C:20]=1[C:19]([NH:18][C:16]([NH:15][C:12]1[CH:11]=[CH:10][C:9]([S:8][C:5]2[N:6]=[CH:7][C:2]([Br:1])=[CH:3][N:4]=2)=[CH:14][CH:13]=1)=[O:17])=[O:29], predict the reactants needed to synthesize it. The reactants are: [Br:1][C:2]1[CH:3]=[N:4][C:5]([S:8][C:9]2[CH:14]=[CH:13][C:12]([NH:15][C:16]([NH:18][C:19](=[O:29])[C:20]3[CH:25]=[CH:24][CH:23]=[CH:22][C:21]=3[N+:26]([O-])=O)=[O:17])=[CH:11][CH:10]=2)=[N:6][CH:7]=1. (2) Given the product [OH:10][C@@H:11]1[O:16][C@H:15]([CH2:17][OH:18])[C@H:14]([OH:19])[C@H:13]([OH:20])[C@H:12]1[OH:21], predict the reactants needed to synthesize it. The reactants are: C1C=C([N+]([O-])=O)C([O:10][C@@H:11]2[O:16][C@H:15]([CH2:17][OH:18])[C@H:14]([OH:19])[C@H:13]([OH:20])[C@H:12]2[OH:21])=CC=1.C([O-])([O-])=O.[Na+].[Na+]. (3) The reactants are: [NH2:1][C:2]1[CH:3]=[C:4]([CH2:18][N:19]2[CH2:24][CH2:23][O:22][CH2:21][CH2:20]2)[CH:5]=[C:6]2[C:11]=1[N:10]=[CH:9][C:8]([C:12]([O:14]CC)=O)=[C:7]2[OH:17].[Cl:25][C:26]1[CH:33]=[CH:32][C:29]([CH2:30][NH2:31])=[CH:28][CH:27]=1.CCOCC. Given the product [NH2:1][C:2]1[CH:3]=[C:4]([CH2:18][N:19]2[CH2:24][CH2:23][O:22][CH2:21][CH2:20]2)[CH:5]=[C:6]2[C:11]=1[N:10]=[CH:9][C:8]([C:12]([NH:31][CH2:30][C:29]1[CH:32]=[CH:33][C:26]([Cl:25])=[CH:27][CH:28]=1)=[O:14])=[C:7]2[OH:17], predict the reactants needed to synthesize it. (4) The reactants are: [CH3:1][O:2][C:3]([C@H:5]1[CH2:8][C@@H:7]([OH:9])[CH2:6]1)=[O:4].N1C=CC=CC=1.[O:16](S(C1C=CC(C)=CC=1)(=O)=O)[S:17]([C:20]1[CH:26]=[CH:25][C:23]([CH3:24])=[CH:22][CH:21]=1)(=O)=[O:18].[O-][Mn](=O)(=O)=O.[K+]. Given the product [CH3:1][O:2][C:3]([C@H:5]1[CH2:8][C@@H:7]([O:9][S:17]([C:20]2[CH:26]=[CH:25][C:23]([CH3:24])=[CH:22][CH:21]=2)(=[O:18])=[O:16])[CH2:6]1)=[O:4], predict the reactants needed to synthesize it. (5) Given the product [ClH:1].[ClH:1].[CH3:3][O:4][C:5]1[C:6]([O:25][CH3:26])=[CH:7][C:8]2[CH2:9][CH:10]3[CH2:24][N:23]([CH2:33][C:34]4[CH:39]=[CH:38][CH:37]=[CH:36][CH:35]=4)[CH2:22][CH2:21][N:11]3[CH:12]([C:15]3[CH:20]=[CH:19][CH:18]=[CH:17][CH:16]=3)[C:13]=2[CH:14]=1, predict the reactants needed to synthesize it. The reactants are: [ClH:1].Cl.[CH3:3][O:4][C:5]1[C:6]([O:25][CH3:26])=[CH:7][C:8]2[CH2:9][CH:10]3[CH2:24][NH:23][CH2:22][CH2:21][N:11]3[CH:12]([C:15]3[CH:20]=[CH:19][CH:18]=[CH:17][CH:16]=3)[C:13]=2[CH:14]=1.C(=O)([O-])[O-].[K+].[K+].[CH2:33](Br)[C:34]1[CH:39]=[CH:38][CH:37]=[CH:36][CH:35]=1.